This data is from Full USPTO retrosynthesis dataset with 1.9M reactions from patents (1976-2016). The task is: Predict the reactants needed to synthesize the given product. (1) Given the product [CH3:17][S:18]([O:8][CH:9]1[CH2:14][CH2:13][S:12](=[O:16])(=[O:15])[CH2:11][CH2:10]1)(=[O:20])=[O:19], predict the reactants needed to synthesize it. The reactants are: C(N(CC)CC)C.[OH:8][CH:9]1[CH2:14][CH2:13][S:12](=[O:16])(=[O:15])[CH2:11][CH2:10]1.[CH3:17][S:18](Cl)(=[O:20])=[O:19]. (2) Given the product [C:13]12([CH2:23][CH2:24][O:25][C:28]3[CH:29]=[CH:30][C:31]([C:32]([NH:34][S:35]([CH3:38])(=[O:37])=[O:36])=[O:33])=[CH:39][C:27]=3[Cl:26])[CH2:20][CH:19]3[CH2:18][CH:17]([CH2:16][CH:15]([CH2:21]3)[CH2:14]1)[CH2:22]2, predict the reactants needed to synthesize it. The reactants are: C12(CO)CC3CC(CC(C3)C1)C2.[C:13]12([CH2:23][CH2:24][OH:25])[CH2:22][CH:17]3[CH2:18][CH:19]([CH2:21][CH:15]([CH2:16]3)[CH2:14]1)[CH2:20]2.[Cl:26][C:27]1[C:28](F)=[CH:29][C:30](F)=[C:31]([CH:39]=1)[C:32]([NH:34][S:35]([CH3:38])(=[O:37])=[O:36])=[O:33].ClC1C=C(C=CC=1F)C(NS(C)(=O)=O)=O. (3) Given the product [CH2:1]([O:8][C:9]1[C:14]([OH:31])=[CH:13][CH:12]=[CH:11][C:10]=1[C:17]1[CH:22]=[CH:21][CH:20]=[CH:19][CH:18]=1)[C:2]1[CH:7]=[CH:6][CH:5]=[CH:4][CH:3]=1, predict the reactants needed to synthesize it. The reactants are: [CH2:1]([O:8][C:9]1[C:14](C=O)=[CH:13][CH:12]=[CH:11][C:10]=1[C:17]1[CH:22]=[CH:21][CH:20]=[CH:19][CH:18]=1)[C:2]1[CH:7]=[CH:6][CH:5]=[CH:4][CH:3]=1.ClC1C=CC=C(C(OO)=[O:31])C=1. (4) Given the product [O:9]([CH2:10][CH:11]1[CH2:20][N:15]2[CH2:16][CH2:17][N:18]([C:2]3[CH:7]=[CH:6][C:5]([Cl:8])=[CH:4][N:3]=3)[CH2:19][CH:14]2[CH2:13][CH2:12]1)[C:21]1[CH:26]=[CH:25][CH:24]=[CH:23][CH:22]=1, predict the reactants needed to synthesize it. The reactants are: Cl[C:2]1[CH:7]=[CH:6][C:5]([Cl:8])=[CH:4][N:3]=1.[OH:9][CH2:10][CH:11]1[CH2:20][N:15]2[CH2:16][CH2:17][NH:18][CH2:19][CH:14]2[CH2:13][CH2:12]1.[C:21]1(O)[CH:26]=[CH:25][CH:24]=[CH:23][CH:22]=1.Cl. (5) Given the product [CH3:1][N:2]1[C:6]2[CH:7]=[CH:8][C:9]([N:11]3[CH:16]=[C:15]([C:17]([OH:19])=[O:18])[C:14](=[O:22])[N:13]([CH:23]4[C:31]5[C:26](=[C:27]([C:32]([F:35])([F:34])[F:33])[CH:28]=[CH:29][CH:30]=5)[CH2:25][CH2:24]4)[C:12]3=[O:36])=[CH:10][C:5]=2[N:4]([CH3:37])[C:3]1=[O:38], predict the reactants needed to synthesize it. The reactants are: [CH3:1][N:2]1[C:6]2[CH:7]=[CH:8][C:9]([N:11]3[CH:16]=[C:15]([C:17]([O:19]CC)=[O:18])[C:14](=[O:22])[N:13]([CH:23]4[C:31]5[C:26](=[C:27]([C:32]([F:35])([F:34])[F:33])[CH:28]=[CH:29][CH:30]=5)[CH2:25][CH2:24]4)[C:12]3=[O:36])=[CH:10][C:5]=2[N:4]([CH3:37])[C:3]1=[O:38].C(=O)([O-])O.[Na+].Cl. (6) The reactants are: Br[CH2:2][C:3]([C:5]1[CH:10]=[CH:9][C:8]([O:11][C:12]2[CH:17]=[CH:16][C:15]([Cl:18])=[CH:14][CH:13]=2)=[CH:7][C:6]=1[CH3:19])=[O:4].[Si]([C:24]([F:27])([F:26])[F:25])(C)(C)C.[F-].[Cs+]. Given the product [Cl:18][C:15]1[CH:16]=[CH:17][C:12]([O:11][C:8]2[CH:9]=[CH:10][C:5]([C:3]3([C:24]([F:27])([F:26])[F:25])[CH2:2][O:4]3)=[C:6]([CH3:19])[CH:7]=2)=[CH:13][CH:14]=1, predict the reactants needed to synthesize it. (7) Given the product [F:20][C:17]1[CH:16]=[CH:15][C:14]([C:12]2[N:13]=[C:6]3[CH:5]=[N:10][CH:9]=[CH:8][N:7]3[CH:11]=2)=[CH:19][CH:18]=1, predict the reactants needed to synthesize it. The reactants are: COC([C:5]1[C:6]2[N:7]([CH:11]=[C:12]([C:14]3[CH:19]=[CH:18][C:17]([F:20])=[CH:16][CH:15]=3)[N:13]=2)[CH:8]=[CH:9][N:10]=1)=O.Cl.C([O-])(O)=O.[Na+]. (8) Given the product [CH2:1]([N:4]1[C:8]([CH:9]([C:11]2[CH:16]=[CH:15][C:14]([Cl:17])=[CH:13][CH:12]=2)[NH:36][C:32]2[CH:33]=[C:34]([CH3:35])[C:29]3[N:30]([C:26]([CH:25]([F:37])[F:24])=[N:27][N:28]=3)[CH:31]=2)=[C:7]([C:18]([O:20][CH2:21][CH3:22])=[O:19])[N:6]=[C:5]1[Br:23])[CH:2]=[CH2:3], predict the reactants needed to synthesize it. The reactants are: [CH2:1]([N:4]1[C:8]([CH:9]([C:11]2[CH:16]=[CH:15][C:14]([Cl:17])=[CH:13][CH:12]=2)O)=[C:7]([C:18]([O:20][CH2:21][CH3:22])=[O:19])[N:6]=[C:5]1[Br:23])[CH:2]=[CH2:3].[F:24][CH:25]([F:37])[C:26]1[N:30]2[CH:31]=[C:32]([NH2:36])[CH:33]=[C:34]([CH3:35])[C:29]2=[N:28][N:27]=1. (9) Given the product [CH3:34][C:33]1[N:29]([C:25]2[N:24]=[CH:23][C:22]([C:20]3[S:21][C:14]4[C:15](=[N:16][CH:17]=[CH:18][C:13]=4[NH:11][C:7]4[CH:8]=[C:9]5[C:4](=[CH:5][CH:6]=4)[NH:3][C:2]([CH3:1])=[CH:10]5)[CH:19]=3)=[CH:27][C:26]=2[CH3:28])[C:30]([CH3:35])=[CH:31][CH:32]=1, predict the reactants needed to synthesize it. The reactants are: [CH3:1][C:2]1[NH:3][C:4]2[C:9]([CH:10]=1)=[CH:8][C:7]([NH2:11])=[CH:6][CH:5]=2.Cl[C:13]1[CH:18]=[CH:17][N:16]=[C:15]2[CH:19]=[C:20]([C:22]3[CH:23]=[N:24][C:25]([N:29]4[C:33]([CH3:34])=[CH:32][CH:31]=[C:30]4[CH3:35])=[C:26]([CH3:28])[CH:27]=3)[S:21][C:14]=12.